From a dataset of Full USPTO retrosynthesis dataset with 1.9M reactions from patents (1976-2016). Predict the reactants needed to synthesize the given product. Given the product [CH3:8][C:7]1[C:6]([CH3:9])=[C:5]([N:10]2[CH2:15][CH2:14][N:13]([C:16]3[CH:21]=[CH:20][C:19]([C:22]([F:25])([F:24])[F:23])=[CH:18][N:17]=3)[CH2:12][CH2:11]2)[N:4]=[N:3][C:2]=1[CH2:27][C:26]#[N:28], predict the reactants needed to synthesize it. The reactants are: Cl[C:2]1[N:3]=[N:4][C:5]([N:10]2[CH2:15][CH2:14][N:13]([C:16]3[CH:21]=[CH:20][C:19]([C:22]([F:25])([F:24])[F:23])=[CH:18][N:17]=3)[CH2:12][CH2:11]2)=[C:6]([CH3:9])[C:7]=1[CH3:8].[C:26](#[N:28])[CH3:27].[Li+].C[Si]([N-][Si](C)(C)C)(C)C.